Dataset: NCI-60 drug combinations with 297,098 pairs across 59 cell lines. Task: Regression. Given two drug SMILES strings and cell line genomic features, predict the synergy score measuring deviation from expected non-interaction effect. (1) Drug 1: C1=CC=C(C(=C1)C(C2=CC=C(C=C2)Cl)C(Cl)Cl)Cl. Drug 2: C(CN)CNCCSP(=O)(O)O. Cell line: DU-145. Synergy scores: CSS=1.76, Synergy_ZIP=2.78, Synergy_Bliss=7.33, Synergy_Loewe=4.07, Synergy_HSA=3.33. (2) Drug 1: CN(CC1=CN=C2C(=N1)C(=NC(=N2)N)N)C3=CC=C(C=C3)C(=O)NC(CCC(=O)O)C(=O)O. Drug 2: C1CNP(=O)(OC1)N(CCCl)CCCl. Cell line: IGROV1. Synergy scores: CSS=35.8, Synergy_ZIP=1.18, Synergy_Bliss=0.821, Synergy_Loewe=-56.9, Synergy_HSA=-1.76. (3) Drug 1: CC1=C(C(CCC1)(C)C)C=CC(=CC=CC(=CC(=O)O)C)C. Drug 2: CCN(CC)CCNC(=O)C1=C(NC(=C1C)C=C2C3=C(C=CC(=C3)F)NC2=O)C. Cell line: SN12C. Synergy scores: CSS=16.9, Synergy_ZIP=-9.43, Synergy_Bliss=-10.6, Synergy_Loewe=-7.57, Synergy_HSA=-7.04. (4) Drug 1: CCC1(CC2CC(C3=C(CCN(C2)C1)C4=CC=CC=C4N3)(C5=C(C=C6C(=C5)C78CCN9C7C(C=CC9)(C(C(C8N6C)(C(=O)OC)O)OC(=O)C)CC)OC)C(=O)OC)O.OS(=O)(=O)O. Drug 2: COCCOC1=C(C=C2C(=C1)C(=NC=N2)NC3=CC=CC(=C3)C#C)OCCOC.Cl. Cell line: HCT-15. Synergy scores: CSS=-6.55, Synergy_ZIP=0.677, Synergy_Bliss=-5.95, Synergy_Loewe=-7.23, Synergy_HSA=-11.4. (5) Drug 1: CC=C1C(=O)NC(C(=O)OC2CC(=O)NC(C(=O)NC(CSSCCC=C2)C(=O)N1)C(C)C)C(C)C. Drug 2: CCC1(CC2CC(C3=C(CCN(C2)C1)C4=CC=CC=C4N3)(C5=C(C=C6C(=C5)C78CCN9C7C(C=CC9)(C(C(C8N6C)(C(=O)OC)O)OC(=O)C)CC)OC)C(=O)OC)O.OS(=O)(=O)O. Cell line: SN12C. Synergy scores: CSS=14.2, Synergy_ZIP=-2.15, Synergy_Bliss=1.48, Synergy_Loewe=-1.28, Synergy_HSA=2.55. (6) Drug 1: CC(CN1CC(=O)NC(=O)C1)N2CC(=O)NC(=O)C2. Drug 2: CC1C(C(=O)NC(C(=O)N2CCCC2C(=O)N(CC(=O)N(C(C(=O)O1)C(C)C)C)C)C(C)C)NC(=O)C3=C4C(=C(C=C3)C)OC5=C(C(=O)C(=C(C5=N4)C(=O)NC6C(OC(=O)C(N(C(=O)CN(C(=O)C7CCCN7C(=O)C(NC6=O)C(C)C)C)C)C(C)C)C)N)C. Cell line: HCT116. Synergy scores: CSS=33.8, Synergy_ZIP=13.9, Synergy_Bliss=14.5, Synergy_Loewe=14.0, Synergy_HSA=14.0.